This data is from Reaction yield outcomes from USPTO patents with 853,638 reactions. The task is: Predict the reaction yield, written as a fraction of the theoretical maximum amount of product (1.0 means a 100% yield; for example, 0.34 means a 34% yield). (1) The reactants are [CH2:1]([C:4]1[C:13]2[O:12][CH2:11][C:10](=[O:14])[NH:9][C:8]=2[CH:7]=[CH:6][CH:5]=1)[CH:2]=[CH2:3].Cl[CH:16]([CH3:20])[C:17](=[O:19])[CH3:18].C([O-])([O-])=O.[K+].[K+]. The catalyst is CC(C)=O. The product is [CH3:20][CH:16]([N:9]1[C:8]2[CH:7]=[CH:6][CH:5]=[C:4]([CH2:1][CH:2]=[CH2:3])[C:13]=2[O:12][CH2:11][C:10]1=[O:14])[C:17](=[O:19])[CH3:18]. The yield is 0.910. (2) The reactants are Cl[C:2]1[C:10]2[C:5](=[CH:6][CH:7]=[C:8]([CH:11]3[O:16][CH2:15][CH2:14][CH2:13][O:12]3)[CH:9]=2)[N:4]([CH2:17][O:18][CH2:19][CH2:20][Si:21]([CH3:24])([CH3:23])[CH3:22])[N:3]=1.[CH3:25][O:26][CH2:27][CH2:28][CH2:29][NH:30][CH3:31].C1(P(C2CCCCC2)C2C=CC=CC=2C2C(C(C)C)=CC(C(C)C)=CC=2C(C)C)CCCCC1.C[Si](C)(C)[N-][Si](C)(C)C.[Li+]. The catalyst is C1COCC1.C1C=CC(/C=C/C(/C=C/C2C=CC=CC=2)=O)=CC=1.C1C=CC(/C=C/C(/C=C/C2C=CC=CC=2)=O)=CC=1.C1C=CC(/C=C/C(/C=C/C2C=CC=CC=2)=O)=CC=1.[Pd].[Pd]. The product is [O:12]1[CH2:13][CH2:14][CH2:15][O:16][CH:11]1[C:8]1[CH:9]=[C:10]2[C:5](=[CH:6][CH:7]=1)[N:4]([CH2:17][O:18][CH2:19][CH2:20][Si:21]([CH3:24])([CH3:23])[CH3:22])[N:3]=[C:2]2[N:30]([CH2:29][CH2:28][CH2:27][O:26][CH3:25])[CH3:31]. The yield is 0.240. (3) The reactants are [Br:1][C:2]1[N:3]=[C:4](Br)[S:5][CH:6]=1.C([Mg]Cl)(C)C.[C:13](=O)([O:17]CC)[O:14][CH2:15][CH3:16]. The catalyst is C1COCC1. The product is [CH2:15]([O:14][C:13]([C:4]1[S:5][CH:6]=[C:2]([Br:1])[N:3]=1)=[O:17])[CH3:16]. The yield is 0.520. (4) The reactants are [OH:1][C:2]1[CH:7]=[CH:6][C:5]([CH2:8][CH2:9][CH2:10][OH:11])=[CH:4][CH:3]=1.I[CH2:13][CH2:14][CH2:15][CH2:16][CH2:17][CH2:18]I.N#N.[C:22](=[O:25])([O-])[O-].[K+].[K+]. The catalyst is CS(C)=O. The product is [OH:11][CH2:10][CH2:9][CH2:8][C:5]1[CH:4]=[CH:3][C:2]([O:1][CH2:13][CH2:14][CH2:15][CH2:16][CH2:17][CH2:18][O:1][C:2]2[CH:7]=[CH:6][C:5]([CH2:8][CH2:9][CH2:22][OH:25])=[CH:4][CH:3]=2)=[CH:7][CH:6]=1. The yield is 0.650. (5) The reactants are [Cl:1][C:2]1[CH:3]=[C:4](B(O)O)[CH:5]=[C:6]([Cl:8])[CH:7]=1.Br[C:13]([C:15]([F:18])([F:17])[F:16])=[CH2:14].C([O-])([O-])=O.[Cs+].[Cs+]. The catalyst is C1COCC1.Cl[Pd](Cl)([P](C1C=CC=CC=1)(C1C=CC=CC=1)C1C=CC=CC=1)[P](C1C=CC=CC=1)(C1C=CC=CC=1)C1C=CC=CC=1. The product is [Cl:1][C:2]1[CH:3]=[C:4]([C:13]([C:15]([F:18])([F:17])[F:16])=[CH2:14])[CH:5]=[C:6]([Cl:8])[CH:7]=1. The yield is 0.800.